This data is from Catalyst prediction with 721,799 reactions and 888 catalyst types from USPTO. The task is: Predict which catalyst facilitates the given reaction. (1) Reactant: C(=O)([O-])[O-].[K+].[K+].[CH2:7]([O:9][C:10](=[O:27])[C:11]1[CH:16]=[CH:15][C:14]([O:17][C:18]2[CH:23]=[CH:22][C:21]([C:24]#[N:25])=[CH:20][CH:19]=2)=[N:13][C:12]=1Cl)[CH3:8].[F:28][C:29]([F:39])([F:38])[O:30][C:31]1[CH:36]=[CH:35][C:34]([OH:37])=[CH:33][CH:32]=1. Product: [CH2:7]([O:9][C:10](=[O:27])[C:11]1[CH:16]=[CH:15][C:14]([O:17][C:18]2[CH:23]=[CH:22][C:21]([C:24]#[N:25])=[CH:20][CH:19]=2)=[N:13][C:12]=1[O:37][C:34]1[CH:35]=[CH:36][C:31]([O:30][C:29]([F:28])([F:38])[F:39])=[CH:32][CH:33]=1)[CH3:8]. The catalyst class is: 3. (2) Reactant: [Cl:1][C:2]1[C:9]([CH3:10])=[C:8]([NH:11][CH2:12][C:13]([CH3:24])([CH3:23])[CH2:14][CH:15](O)[C:16]2[CH:17]=[N:18][CH:19]=[CH:20][CH:21]=2)[CH:7]=[CH:6][C:3]=1[C:4]#[N:5].S(Cl)(C1C=CC(C)=CC=1)(=O)=O. Product: [Cl:1][C:2]1[C:9]([CH3:10])=[C:8]([N:11]2[CH2:12][C:13]([CH3:24])([CH3:23])[CH2:14][CH:15]2[C:16]2[CH:17]=[N:18][CH:19]=[CH:20][CH:21]=2)[CH:7]=[CH:6][C:3]=1[C:4]#[N:5]. The catalyst class is: 17. (3) Reactant: [C:1]([C:3]1[CH:8]=[CH:7][CH:6]=[C:5]([CH2:9][O:10][CH2:11][CH2:12][C:13]([O:15][C:16]([CH3:19])([CH3:18])[CH3:17])=[O:14])[N:4]=1)#[N:2].[C:20](OC)(=[O:28])[C:21]1[C:22](=[CH:24][CH:25]=[CH:26][CH:27]=1)[SH:23].C(N(CC)CC)C. Product: [O:28]=[C:20]1[C:21]2[CH:27]=[CH:26][CH:25]=[CH:24][C:22]=2[S:23][C:1]([C:3]2[N:4]=[C:5]([CH2:9][O:10][CH2:11][CH2:12][C:13]([O:15][C:16]([CH3:19])([CH3:18])[CH3:17])=[O:14])[CH:6]=[CH:7][CH:8]=2)=[N:2]1. The catalyst class is: 11. (4) Reactant: COP(=O)OC.[C:7](=O)([O-])[O-].[K+].[K+].[F:13][C:14]1[CH:19]=[C:18]([F:20])[CH:17]=[CH:16][C:15]=1[N:21]1[C:25]([CH3:26])=[C:24]([CH:27]=O)[N:23]=[C:22]1[CH3:29]. Product: [F:13][C:14]1[CH:19]=[C:18]([F:20])[CH:17]=[CH:16][C:15]=1[N:21]1[C:25]([CH3:26])=[C:24]([C:27]#[CH:7])[N:23]=[C:22]1[CH3:29]. The catalyst class is: 5. (5) Reactant: S(=O)(=O)(O)O.[F:6][C:7]1[C:12]([F:13])=[CH:11][CH:10]=[CH:9][C:8]=1[C@:14]1([CH2:37][F:38])[C@H:20]2[C@H:18]([CH2:19]2)[S:17][C:16]([N:21](COCC[Si](C)(C)C)C(=O)OC(C)(C)C)=[N:15]1.[N+:39]([O-])([O-:41])=[O:40].[Na+].[O-]P([O-])([O-])=O.[K+].[K+].[K+].[OH-].[Na+]. Product: [F:6][C:7]1[C:12]([F:13])=[CH:11][C:10]([N+:39]([O-:41])=[O:40])=[CH:9][C:8]=1[C@:14]1([CH2:37][F:38])[C@H:20]2[C@H:18]([CH2:19]2)[S:17][C:16]([NH2:21])=[N:15]1. The catalyst class is: 2. (6) Reactant: [CH:1]1([C:7]2[C:15]3[C:10](=[CH:11][C:12]([C:16]([O:18][CH3:19])=[O:17])=[CH:13][CH:14]=3)[NH:9][C:8]=2[C:20]2[CH:25]=[CH:24][C:23]([O:26][CH2:27][C:28]3[CH:33]=[CH:32][CH:31]=[CH:30][N:29]=3)=[CH:22][C:21]=2[O:34]COC)[CH2:6][CH2:5][CH2:4][CH2:3][CH2:2]1.Cl. Product: [CH:1]1([C:7]2[C:15]3[C:10](=[CH:11][C:12]([C:16]([O:18][CH3:19])=[O:17])=[CH:13][CH:14]=3)[NH:9][C:8]=2[C:20]2[CH:25]=[CH:24][C:23]([O:26][CH2:27][C:28]3[CH:33]=[CH:32][CH:31]=[CH:30][N:29]=3)=[CH:22][C:21]=2[OH:34])[CH2:6][CH2:5][CH2:4][CH2:3][CH2:2]1. The catalyst class is: 5. (7) Reactant: CC1C=CC(S(O[CH2:12][C@@H:13]([OH:29])[CH2:14][CH2:15][N:16]2[C:21](=[O:22])[CH:20]=[N:19][C:18]3[CH:23]=[CH:24][C:25]([O:27][CH3:28])=[N:26][C:17]2=3)(=O)=O)=CC=1.C(=O)([O-])[O-].[K+].[K+]. Product: [CH3:28][O:27][C:25]1[CH:24]=[CH:23][C:18]2[N:19]=[CH:20][C:21](=[O:22])[N:16]([CH2:15][CH2:14][C@H:13]3[CH2:12][O:29]3)[C:17]=2[N:26]=1. The catalyst class is: 5. (8) Reactant: [Cl:1][C:2]1[CH:10]=[CH:9][C:8]([C:11]2[N:12]([C:22]([O:24][C:25]([CH3:28])([CH3:27])[CH3:26])=[O:23])[C:13]3[C:18]([CH:19]=2)=[CH:17][C:16]([CH:20]=O)=[CH:15][CH:14]=3)=[C:7]2[C:3]=1[CH2:4][NH:5][C:6]2=[O:29].Cl.[CH3:31][S:32]([N:35]1[CH2:40][CH2:39][NH:38][CH2:37][CH2:36]1)(=[O:34])=[O:33].C(N(CC)CC)C.C(O)(=O)C.C(O[BH-](OC(=O)C)OC(=O)C)(=O)C.[Na+].C(=O)([O-])[O-].[Na+].[Na+]. Product: [Cl:1][C:2]1[CH:10]=[CH:9][C:8]([C:11]2[N:12]([C:22]([O:24][C:25]([CH3:28])([CH3:27])[CH3:26])=[O:23])[C:13]3[C:18]([CH:19]=2)=[CH:17][C:16]([CH2:20][N:38]2[CH2:39][CH2:40][N:35]([S:32]([CH3:31])(=[O:34])=[O:33])[CH2:36][CH2:37]2)=[CH:15][CH:14]=3)=[C:7]2[C:3]=1[CH2:4][NH:5][C:6]2=[O:29]. The catalyst class is: 47. (9) Reactant: [CH:1]1([CH2:6][CH:7]([C:18]2[NH:30][C:21]3=[N:22][CH:23]=[C:24]([CH2:26][C:27]([OH:29])=O)[CH:25]=[C:20]3[CH:19]=2)[C:8]2[CH:13]=[CH:12][C:11]([S:14]([CH3:17])(=[O:16])=[O:15])=[CH:10][CH:9]=2)[CH2:5][CH2:4][CH2:3][CH2:2]1.Cl.[CH3:32][NH:33][CH3:34].CN1CCOCC1.O.ON1C2C=CC=CC=2N=N1.Cl.CN(C)CCCN=C=NCC. Product: [CH:1]1([CH2:6][CH:7]([C:18]2[NH:30][C:21]3=[N:22][CH:23]=[C:24]([CH2:26][C:27]([N:33]([CH3:34])[CH3:32])=[O:29])[CH:25]=[C:20]3[CH:19]=2)[C:8]2[CH:9]=[CH:10][C:11]([S:14]([CH3:17])(=[O:15])=[O:16])=[CH:12][CH:13]=2)[CH2:5][CH2:4][CH2:3][CH2:2]1. The catalyst class is: 42.